From a dataset of NCI-60 drug combinations with 297,098 pairs across 59 cell lines. Regression. Given two drug SMILES strings and cell line genomic features, predict the synergy score measuring deviation from expected non-interaction effect. (1) Drug 1: CC1C(C(CC(O1)OC2CC(OC(C2O)C)OC3=CC4=CC5=C(C(=O)C(C(C5)C(C(=O)C(C(C)O)O)OC)OC6CC(C(C(O6)C)O)OC7CC(C(C(O7)C)O)OC8CC(C(C(O8)C)O)(C)O)C(=C4C(=C3C)O)O)O)O. Drug 2: N.N.Cl[Pt+2]Cl. Cell line: NCIH23. Synergy scores: CSS=63.4, Synergy_ZIP=-0.396, Synergy_Bliss=0.232, Synergy_Loewe=-3.81, Synergy_HSA=1.02. (2) Drug 1: CCC1(CC2CC(C3=C(CCN(C2)C1)C4=CC=CC=C4N3)(C5=C(C=C6C(=C5)C78CCN9C7C(C=CC9)(C(C(C8N6C=O)(C(=O)OC)O)OC(=O)C)CC)OC)C(=O)OC)O.OS(=O)(=O)O. Drug 2: CN1C2=C(C=C(C=C2)N(CCCl)CCCl)N=C1CCCC(=O)O.Cl. Cell line: A549. Synergy scores: CSS=-5.00, Synergy_ZIP=3.47, Synergy_Bliss=0.828, Synergy_Loewe=-3.86, Synergy_HSA=-4.25. (3) Drug 1: CC1=C(C=C(C=C1)NC(=O)C2=CC=C(C=C2)CN3CCN(CC3)C)NC4=NC=CC(=N4)C5=CN=CC=C5. Drug 2: C(CN)CNCCSP(=O)(O)O. Cell line: SF-539. Synergy scores: CSS=9.76, Synergy_ZIP=-1.73, Synergy_Bliss=-0.282, Synergy_Loewe=-5.66, Synergy_HSA=-1.24. (4) Drug 1: CCC1=CC2CC(C3=C(CN(C2)C1)C4=CC=CC=C4N3)(C5=C(C=C6C(=C5)C78CCN9C7C(C=CC9)(C(C(C8N6C)(C(=O)OC)O)OC(=O)C)CC)OC)C(=O)OC.C(C(C(=O)O)O)(C(=O)O)O. Drug 2: CC1=C2C(C(=O)C3(C(CC4C(C3C(C(C2(C)C)(CC1OC(=O)C(C(C5=CC=CC=C5)NC(=O)C6=CC=CC=C6)O)O)OC(=O)C7=CC=CC=C7)(CO4)OC(=O)C)O)C)OC(=O)C. Cell line: SF-539. Synergy scores: CSS=46.9, Synergy_ZIP=-0.675, Synergy_Bliss=-0.773, Synergy_Loewe=-1.66, Synergy_HSA=1.47. (5) Drug 1: COC1=C(C=C2C(=C1)N=CN=C2NC3=CC(=C(C=C3)F)Cl)OCCCN4CCOCC4. Drug 2: CC1CCC2CC(C(=CC=CC=CC(CC(C(=O)C(C(C(=CC(C(=O)CC(OC(=O)C3CCCCN3C(=O)C(=O)C1(O2)O)C(C)CC4CCC(C(C4)OC)O)C)C)O)OC)C)C)C)OC. Cell line: HS 578T. Synergy scores: CSS=22.3, Synergy_ZIP=-7.14, Synergy_Bliss=-9.59, Synergy_Loewe=-8.47, Synergy_HSA=-3.54. (6) Drug 1: CC1=C2C(C(=O)C3(C(CC4C(C3C(C(C2(C)C)(CC1OC(=O)C(C(C5=CC=CC=C5)NC(=O)OC(C)(C)C)O)O)OC(=O)C6=CC=CC=C6)(CO4)OC(=O)C)O)C)O. Drug 2: CC1CCCC2(C(O2)CC(NC(=O)CC(C(C(=O)C(C1O)C)(C)C)O)C(=CC3=CSC(=N3)C)C)C. Cell line: A498. Synergy scores: CSS=31.8, Synergy_ZIP=0.748, Synergy_Bliss=-0.657, Synergy_Loewe=-8.66, Synergy_HSA=-0.357.